Dataset: Reaction yield outcomes from USPTO patents with 853,638 reactions. Task: Predict the reaction yield, written as a fraction of the theoretical maximum amount of product (1.0 means a 100% yield; for example, 0.34 means a 34% yield). (1) The reactants are [I:1][C:2]1[C:6]([C:7]([O:9]CC)=[O:8])=[CH:5][N:4]([CH:12]2[CH2:17][CH2:16][CH2:15][CH2:14][O:13]2)[N:3]=1.[Li+].[OH-]. The catalyst is C1COCC1.CO.O. The product is [I:1][C:2]1[C:6]([C:7]([OH:9])=[O:8])=[CH:5][N:4]([CH:12]2[CH2:17][CH2:16][CH2:15][CH2:14][O:13]2)[N:3]=1. The yield is 0.960. (2) The reactants are [NH:1]1[CH:5]=[CH:4][CH:3]=[C:2]1/[CH:6]=[C:7]1\[C:8](=[O:16])[NH:9][C:10]2[C:15]\1=[CH:14][CH:13]=[CH:12][CH:11]=2.[CH2:17]=O.[NH:19]1[CH2:24][CH2:23][CH2:22][CH2:21][CH2:20]1. The catalyst is CCO. The product is [N:19]1([CH2:17][N:9]2[C:10]3[C:15](=[CH:14][CH:13]=[CH:12][CH:11]=3)[C:7](=[CH:6][C:2]3[NH:1][CH:5]=[CH:4][CH:3]=3)[C:8]2=[O:16])[CH2:24][CH2:23][CH2:22][CH2:21][CH2:20]1. The yield is 0.770. (3) The reactants are [C:1]([O:5][C:6]([N:8]1[CH2:12][CH:11]=[C:10](OS(C(F)(F)F)(=O)=O)[CH2:9]1)=[O:7])([CH3:4])([CH3:3])[CH3:2].[Br-].[S:22]1[CH:26]=[CH:25][CH:24]=[C:23]1[Zn+]. The catalyst is C1COCC1.C1C=CC([P]([Pd]([P](C2C=CC=CC=2)(C2C=CC=CC=2)C2C=CC=CC=2)([P](C2C=CC=CC=2)(C2C=CC=CC=2)C2C=CC=CC=2)[P](C2C=CC=CC=2)(C2C=CC=CC=2)C2C=CC=CC=2)(C2C=CC=CC=2)C2C=CC=CC=2)=CC=1. The product is [C:1]([O:5][C:6]([N:8]1[CH2:12][CH:11]=[C:10]([C:23]2[S:22][CH:26]=[CH:25][CH:24]=2)[CH2:9]1)=[O:7])([CH3:2])([CH3:3])[CH3:4]. The yield is 0.330. (4) The reactants are Cl[C:2]1[C:14]2[N:13]=[C:12]3[N:7]([CH2:8][CH2:9][O:10][C:11]3([CH3:16])[CH3:15])[C:6]=2[N:5]=[C:4]([Cl:17])[N:3]=1.[CH3:18][C:19]1([CH3:25])[O:24][CH2:23][CH2:22][NH:21][CH2:20]1.C(N(CC)CC)C. No catalyst specified. The product is [Cl:17][C:4]1[N:3]=[C:2]([N:21]2[CH2:22][CH2:23][O:24][C:19]([CH3:25])([CH3:18])[CH2:20]2)[C:14]2[N:13]=[C:12]3[N:7]([C:6]=2[N:5]=1)[CH2:8][CH2:9][O:10][C:11]3([CH3:16])[CH3:15]. The yield is 0.850. (5) The reactants are Br[C:2]1[N:6]([S:7]([C:10]2[CH:15]=[CH:14][CH:13]=[C:12]([Cl:16])[CH:11]=2)(=[O:9])=[O:8])[CH:5]=[C:4]([C:17]([O:19][CH3:20])=[O:18])[C:3]=1[CH3:21].[C:22]1(B(O)O)[CH:27]=[CH:26][CH:25]=[CH:24][CH:23]=1.C(=O)([O-])[O-].[Na+].[Na+]. The catalyst is COCCOC.C1C=CC([P]([Pd]([P](C2C=CC=CC=2)(C2C=CC=CC=2)C2C=CC=CC=2)([P](C2C=CC=CC=2)(C2C=CC=CC=2)C2C=CC=CC=2)[P](C2C=CC=CC=2)(C2C=CC=CC=2)C2C=CC=CC=2)(C2C=CC=CC=2)C2C=CC=CC=2)=CC=1. The product is [Cl:16][C:12]1[CH:11]=[C:10]([S:7]([N:6]2[C:2]([C:22]3[CH:27]=[CH:26][CH:25]=[CH:24][CH:23]=3)=[C:3]([CH3:21])[C:4]([C:17]([O:19][CH3:20])=[O:18])=[CH:5]2)(=[O:9])=[O:8])[CH:15]=[CH:14][CH:13]=1. The yield is 0.730. (6) The reactants are [CH2:1]([C:3]1[CH:12]=[C:11]([CH3:13])[C:10]2[C:9](=[O:14])[NH:8][C@H:7]3[CH2:15][N:16]([C:18]([O:20][C:21]([CH3:24])([CH3:23])[CH3:22])=[O:19])[CH2:17][C@@H:6]3[C:5]=2[CH:4]=1)[CH3:2].[H-].[Na+].[CH2:27](I)[CH2:28][C:29]1[CH:34]=[CH:33][CH:32]=[CH:31][CH:30]=1. The catalyst is CN(C=O)C. The product is [CH2:1]([C:3]1[CH:12]=[C:11]([CH3:13])[C:10]2[C:9](=[O:14])[N:8]([CH2:27][CH2:28][C:29]3[CH:34]=[CH:33][CH:32]=[CH:31][CH:30]=3)[C@H:7]3[CH2:15][N:16]([C:18]([O:20][C:21]([CH3:23])([CH3:22])[CH3:24])=[O:19])[CH2:17][C@@H:6]3[C:5]=2[CH:4]=1)[CH3:2]. The yield is 0.410. (7) The reactants are [Cl:1][C:2]1[C:10]([C:11]#[N:12])=[CH:9][CH:8]=[C:7]2[C:3]=1[CH:4]=[C:5]([CH:17]([F:19])[F:18])[N:6]2[CH2:13][C:14]([OH:16])=O.CCN=C=NCCCN(C)C.Cl.O[NH:33][C:34]([C:36]1[CH:41]=[CH:40][CH:39]=[CH:38][N:37]=1)=[NH:35]. The catalyst is ClCCCl. The product is [Cl:1][C:2]1[C:10]([C:11]#[N:12])=[CH:9][CH:8]=[C:7]2[C:3]=1[CH:4]=[C:5]([CH:17]([F:19])[F:18])[N:6]2[CH2:13][C:14]1[O:16][N:35]=[C:34]([C:36]2[CH:41]=[CH:40][CH:39]=[CH:38][N:37]=2)[N:33]=1. The yield is 0.590. (8) The reactants are [C:1]([O:5][C:6](=[O:19])[NH:7][C:8]1[S:9][C:10]([C:13]#[C:14][Si](C)(C)C)=[CH:11][N:12]=1)([CH3:4])([CH3:3])[CH3:2].I[C:21]1[CH:22]=[C:23]([CH:43]=[CH:44][C:45]=1[CH3:46])[C:24]([NH:26][C:27]1[CH:32]=[C:31]([C:33]([F:36])([F:35])[F:34])[CH:30]=[C:29]([N:37]2[CH:41]=[C:40]([CH3:42])[N:39]=[CH:38]2)[CH:28]=1)=[O:25].CCCC[N+](CCCC)(CCCC)CCCC.[F-].C(N(C(C)C)CC)(C)C. The catalyst is CN(C=O)C.C1C=CC([P]([Pd]([P](C2C=CC=CC=2)(C2C=CC=CC=2)C2C=CC=CC=2)([P](C2C=CC=CC=2)(C2C=CC=CC=2)C2C=CC=CC=2)[P](C2C=CC=CC=2)(C2C=CC=CC=2)C2C=CC=CC=2)(C2C=CC=CC=2)C2C=CC=CC=2)=CC=1.[Cu]I. The product is [C:1]([O:5][C:6](=[O:19])[NH:7][C:8]1[S:9][C:10]([C:13]#[C:14][C:21]2[CH:22]=[C:23]([C:24](=[O:25])[NH:26][C:27]3[CH:32]=[C:31]([C:33]([F:36])([F:35])[F:34])[CH:30]=[C:29]([N:37]4[CH:41]=[C:40]([CH3:42])[N:39]=[CH:38]4)[CH:28]=3)[CH:43]=[CH:44][C:45]=2[CH3:46])=[CH:11][N:12]=1)([CH3:4])([CH3:3])[CH3:2]. The yield is 0.730.